From a dataset of NCI-60 drug combinations with 297,098 pairs across 59 cell lines. Regression. Given two drug SMILES strings and cell line genomic features, predict the synergy score measuring deviation from expected non-interaction effect. (1) Drug 1: CC1C(C(CC(O1)OC2CC(CC3=C2C(=C4C(=C3O)C(=O)C5=C(C4=O)C(=CC=C5)OC)O)(C(=O)C)O)N)O.Cl. Drug 2: C1=NNC2=C1C(=O)NC=N2. Cell line: CCRF-CEM. Synergy scores: CSS=52.3, Synergy_ZIP=0.00656, Synergy_Bliss=0.933, Synergy_Loewe=-15.0, Synergy_HSA=2.97. (2) Drug 1: CC1=C(C=C(C=C1)C(=O)NC2=CC(=CC(=C2)C(F)(F)F)N3C=C(N=C3)C)NC4=NC=CC(=N4)C5=CN=CC=C5. Drug 2: CC1=C2C(C(=O)C3(C(CC4C(C3C(C(C2(C)C)(CC1OC(=O)C(C(C5=CC=CC=C5)NC(=O)C6=CC=CC=C6)O)O)OC(=O)C7=CC=CC=C7)(CO4)OC(=O)C)O)C)OC(=O)C. Cell line: MALME-3M. Synergy scores: CSS=-0.0575, Synergy_ZIP=4.30, Synergy_Bliss=0.580, Synergy_Loewe=-12.7, Synergy_HSA=-6.43. (3) Drug 1: CCC1=C2CN3C(=CC4=C(C3=O)COC(=O)C4(CC)O)C2=NC5=C1C=C(C=C5)O. Drug 2: C1=NNC2=C1C(=O)NC=N2. Cell line: OVCAR-8. Synergy scores: CSS=18.7, Synergy_ZIP=-2.89, Synergy_Bliss=0.363, Synergy_Loewe=-24.1, Synergy_HSA=-2.27. (4) Drug 1: CC1CCC2CC(C(=CC=CC=CC(CC(C(=O)C(C(C(=CC(C(=O)CC(OC(=O)C3CCCCN3C(=O)C(=O)C1(O2)O)C(C)CC4CCC(C(C4)OC)O)C)C)O)OC)C)C)C)OC. Drug 2: CC1=C(C(=O)C2=C(C1=O)N3CC4C(C3(C2COC(=O)N)OC)N4)N. Cell line: HL-60(TB). Synergy scores: CSS=65.1, Synergy_ZIP=0.256, Synergy_Bliss=1.30, Synergy_Loewe=5.38, Synergy_HSA=5.98. (5) Drug 1: CCC(=C(C1=CC=CC=C1)C2=CC=C(C=C2)OCCN(C)C)C3=CC=CC=C3.C(C(=O)O)C(CC(=O)O)(C(=O)O)O. Drug 2: CC1C(C(CC(O1)OC2CC(CC3=C2C(=C4C(=C3O)C(=O)C5=C(C4=O)C(=CC=C5)OC)O)(C(=O)CO)O)N)O.Cl. Cell line: OVCAR-5. Synergy scores: CSS=26.5, Synergy_ZIP=-2.95, Synergy_Bliss=0.981, Synergy_Loewe=-0.0780, Synergy_HSA=1.98. (6) Drug 1: CC(C1=C(C=CC(=C1Cl)F)Cl)OC2=C(N=CC(=C2)C3=CN(N=C3)C4CCNCC4)N. Drug 2: C1CN(CCN1C(=O)CCBr)C(=O)CCBr. Cell line: SNB-19. Synergy scores: CSS=18.8, Synergy_ZIP=-4.08, Synergy_Bliss=3.07, Synergy_Loewe=4.03, Synergy_HSA=3.84.